From a dataset of Catalyst prediction with 721,799 reactions and 888 catalyst types from USPTO. Predict which catalyst facilitates the given reaction. (1) Reactant: [NH2:1][C:2]1[CH:3]=[C:4]([CH:9]([NH:11][C:12](=[O:14])[CH3:13])[CH3:10])[CH:5]=[CH:6][C:7]=1[Cl:8].[C:15](N1C=CC=CC1=O)(N1C=CC=CC1=O)=[S:16]. Product: [Cl:8][C:7]1[CH:6]=[CH:5][C:4]([CH:9]([NH:11][C:12](=[O:14])[CH3:13])[CH3:10])=[CH:3][C:2]=1[N:1]=[C:15]=[S:16]. The catalyst class is: 79. (2) Reactant: [CH:1](=[N:8]/[C:9]1[CH:17]=[CH:16][CH:15]=[C:14]2[C:10]=1[CH2:11][O:12][C:13]2=[O:18])\[C:2]1[CH:7]=[CH:6][CH:5]=[CH:4][CH:3]=1.[CH3:19][N:20]1[C:24]([CH:25]=O)=[N:23][CH:22]=[N:21]1.[CH3:27][CH2:28][O-:29].[Na+]. Product: [CH3:19][N:20]1[C:24]([CH:25]2[C:28](=[O:29])[C:27]3[C:14]([C:13]([O:12][CH2:11][CH3:10])=[O:18])=[CH:15][CH:16]=[CH:17][C:9]=3[NH:8][CH:1]2[C:2]2[CH:3]=[CH:4][CH:5]=[CH:6][CH:7]=2)=[N:23][CH:22]=[N:21]1. The catalyst class is: 567.